Predict the reactants needed to synthesize the given product. From a dataset of Full USPTO retrosynthesis dataset with 1.9M reactions from patents (1976-2016). (1) Given the product [CH3:26][O:27][C:13]1[CH:2]=[CH:3][C:4]([C:16]2[CH:21]=[CH:20][CH:19]=[CH:18][CH:17]=2)=[C:5]([CH:6]=[CH:7][C:8]([O:10][CH3:11])=[O:9])[CH:12]=1, predict the reactants needed to synthesize it. The reactants are: Br[C:2]1[CH:13]=[CH:12][C:5]([CH:6]=[CH:7][C:8]([O:10][CH3:11])=[O:9])=[CH:4][CH:3]=1.CO[C:16]1[CH:21]=[CH:20][C:19](B(O)O)=[CH:18][CH:17]=1.C[CH2:26][O:27]C(C)=O. (2) Given the product [Cl:1][C:2]1[C:11]2[C:6](=[CH:7][C:8]([C:11]#[C:2][CH2:3][CH2:4][CH3:5])=[CH:9][CH:10]=2)[CH:5]=[CH:4][C:3]=1[OH:13], predict the reactants needed to synthesize it. The reactants are: [Cl:1][C:2]1[C:11]2[C:6](=[CH:7][C:8](Br)=[CH:9][CH:10]=2)[CH:5]=[CH:4][C:3]=1[OH:13]. (3) Given the product [O:1]=[C:2]1[N:6]([CH2:7][CH2:8][CH2:9][C:10]2[CH:19]=[CH:18][C:17]3[CH2:16][CH2:15][CH2:14][NH:13][C:12]=3[N:11]=2)[CH2:5][CH2:4][N:3]1[C@H:20]([C:29]1[CH:34]=[CH:33][CH:32]=[C:31]([C:35]([F:38])([F:37])[F:36])[CH:30]=1)[CH2:21][C:22]([OH:24])=[O:23], predict the reactants needed to synthesize it. The reactants are: [O:1]=[C:2]1[N:6]([CH2:7][CH2:8][CH2:9][C:10]2[CH:19]=[CH:18][C:17]3[CH2:16][CH2:15][CH2:14][NH:13][C:12]=3[N:11]=2)[CH2:5][CH2:4][N:3]1[C@H:20]([C:29]1[CH:34]=[CH:33][CH:32]=[C:31]([C:35]([F:38])([F:37])[F:36])[CH:30]=1)[CH2:21][C:22]([O:24]C(C)(C)C)=[O:23].C(O)(C(F)(F)F)=O. (4) Given the product [CH3:17][N:18]1[CH2:19][CH2:20][C@H:1]([O:2][C:3](=[O:16])[C:4]([OH:15])([C:5]2[S:6][CH:7]=[CH:8][CH:9]=2)[C:10]2[S:11][CH:12]=[CH:13][CH:14]=2)[CH2:22]1, predict the reactants needed to synthesize it. The reactants are: [CH3:1][O:2][C:3](=[O:16])[C:4]([OH:15])([C:10]1[S:11][CH:12]=[CH:13][CH:14]=1)[C:5]1[S:6][CH:7]=[CH:8][CH:9]=1.[CH3:17][N:18]1[CH2:22]C[C@H:20](O)[CH2:19]1. (5) Given the product [Cl:1][C:2]1[CH:14]=[CH:13][C:5]([O:6][C:7]([CH3:11])([CH3:12])[CH2:8][C:9]([NH2:10])=[O:18])=[CH:4][CH:3]=1, predict the reactants needed to synthesize it. The reactants are: [Cl:1][C:2]1[CH:14]=[CH:13][C:5]([O:6][C:7]([CH3:12])([CH3:11])[CH2:8][C:9]#[N:10])=[CH:4][CH:3]=1.OO.C(=O)([O-])[O-:18].[K+].[K+].O. (6) Given the product [Cl:1][C:2]1[CH:7]=[CH:6][C:5]([C@@H:8]2[CH2:13][CH2:12][N:11]([CH2:28][CH2:29][F:30])[CH2:10][C@H:9]2[C:14]([O:16][CH3:17])=[O:15])=[CH:4][CH:3]=1, predict the reactants needed to synthesize it. The reactants are: [Cl:1][C:2]1[CH:7]=[CH:6][C:5]([C@@H:8]2[CH2:13][CH2:12][NH:11][CH2:10][C@H:9]2[C:14]([O:16][CH3:17])=[O:15])=[CH:4][CH:3]=1.C(N(CC)C(C)C)(C)C.I[CH2:28][CH2:29][F:30]. (7) Given the product [O:1]1[CH2:6][CH2:5][N:4]([C:7]2[C:8]3[N:9]([CH:32]=[C:33]([CH2:35][CH2:36][C:37]4[CH:46]=[CH:45][C:44]5[C:39](=[CH:40][CH:41]=[CH:42][CH:43]=5)[N:38]=4)[N:34]=3)[C:10]([C:13]3[CH:14]=[CH:15][C:16]([N:19]4[CH2:20][CH2:21][N:22]([C:25]([O:27][C:28]([CH3:29])([CH3:30])[CH3:31])=[O:26])[CH2:23][CH2:24]4)=[N:17][CH:18]=3)=[CH:11][N:12]=2)[CH2:3][CH2:2]1, predict the reactants needed to synthesize it. The reactants are: [O:1]1[CH2:6][CH2:5][N:4]([C:7]2[C:8]3[N:9]([CH:32]=[C:33](/[CH:35]=[CH:36]/[C:37]4[CH:46]=[CH:45][C:44]5[C:39](=[CH:40][CH:41]=[CH:42][CH:43]=5)[N:38]=4)[N:34]=3)[C:10]([C:13]3[CH:14]=[CH:15][C:16]([N:19]4[CH2:24][CH2:23][N:22]([C:25]([O:27][C:28]([CH3:31])([CH3:30])[CH3:29])=[O:26])[CH2:21][CH2:20]4)=[N:17][CH:18]=3)=[CH:11][N:12]=2)[CH2:3][CH2:2]1. (8) Given the product [OH:1][CH:2]1[C:11]2[CH:10]=[C:9]([NH:12][C:13](=[O:19])[O:14][C:15]([CH3:17])([CH3:16])[CH3:18])[CH:8]=[CH:7][C:6]=2[CH2:5][CH2:4][CH2:3]1, predict the reactants needed to synthesize it. The reactants are: [O:1]=[C:2]1[C:11]2[CH:10]=[C:9]([NH:12][C:13](=[O:19])[O:14][C:15]([CH3:18])([CH3:17])[CH3:16])[CH:8]=[CH:7][C:6]=2[CH2:5][CH2:4][CH2:3]1.CO.[BH4-].[Na+]. (9) The reactants are: [CH3:1][O:2][C:3]([C:5]1[C:6]([NH2:16])=[C:7]([Cl:15])[CH:8]2[S:12][C:11]([SH:13])=[N:10][CH:9]2[CH:14]=1)=[O:4].CI.[CH3:19]CN(CC)CC. Given the product [CH3:1][O:2][C:3]([C:5]1[C:6]([NH2:16])=[C:7]([Cl:15])[CH:8]2[S:12][C:11]([S:13][CH3:19])=[N:10][CH:9]2[CH:14]=1)=[O:4], predict the reactants needed to synthesize it.